Dataset: Reaction yield outcomes from USPTO patents with 853,638 reactions. Task: Predict the reaction yield, written as a fraction of the theoretical maximum amount of product (1.0 means a 100% yield; for example, 0.34 means a 34% yield). The reactants are [Cl:1][C:2]1[CH:10]=[CH:9][C:8]([S:11]([CH3:14])(=[O:13])=[O:12])=[CH:7][C:3]=1[C:4]([OH:6])=O.C(N1C=CN=C1)(N1C=CN=C1)=O.C(=O)=O.[F:30][C:31]1[CH:32]=[C:33]([C:43](=[O:45])[CH3:44])[CH:34]=[CH:35][C:36]=1[N:37]1[CH2:42][CH2:41][NH:40][CH2:39][CH2:38]1. The catalyst is CN(C=O)C. The product is [Cl:1][C:2]1[CH:10]=[CH:9][C:8]([S:11]([CH3:14])(=[O:13])=[O:12])=[CH:7][C:3]=1[C:4]([N:40]1[CH2:39][CH2:38][N:37]([C:36]2[CH:35]=[CH:34][C:33]([C:43](=[O:45])[CH3:44])=[CH:32][C:31]=2[F:30])[CH2:42][CH2:41]1)=[O:6]. The yield is 0.490.